Task: Predict the product of the given reaction.. Dataset: Forward reaction prediction with 1.9M reactions from USPTO patents (1976-2016) (1) The product is: [OH:31][C@@:24]1([C:22]#[C:23][C:2]2[CH:3]=[C:4]([N:8]3[C:12]4=[N:13][N:14]=[C:15]([O:17][CH3:18])[CH:16]=[C:11]4[C:10]([C:19]([NH2:21])=[O:20])=[N:9]3)[CH:5]=[CH:6][CH:7]=2)[CH2:28][CH2:27][N:26]([CH3:29])[C:25]1=[O:30]. Given the reactants Br[C:2]1[CH:3]=[C:4]([N:8]2[C:12]3=[N:13][N:14]=[C:15]([O:17][CH3:18])[CH:16]=[C:11]3[C:10]([C:19]([NH2:21])=[O:20])=[N:9]2)[CH:5]=[CH:6][CH:7]=1.[C:22]([C@:24]1([OH:31])[CH2:28][CH2:27][N:26]([CH3:29])[C:25]1=[O:30])#[CH:23], predict the reaction product. (2) Given the reactants [NH2:1][C:2]1[N:10]=[CH:9][N:8]=[C:7]2[C:3]=1[N:4]=[CH:5][N:6]2[CH:11]1[O:15][C:14]([CH2:18][OH:19])([CH:16]=[CH2:17])[CH:13]([O:20]CC2C=CC=CC=2)[CH2:12]1.C(O)=O, predict the reaction product. The product is: [NH2:1][C:2]1[N:10]=[CH:9][N:8]=[C:7]2[C:3]=1[N:4]=[CH:5][N:6]2[CH:11]1[O:15][C:14]([CH2:16][CH3:17])([CH2:18][OH:19])[CH:13]([OH:20])[CH2:12]1. (3) Given the reactants [Br:1][C:2]1[CH:10]=[CH:9][C:5]([C:6]([OH:8])=[O:7])=[CH:4][CH:3]=1.CN(C1C=CC=CN=1)C.C(=O)(O[C:22]([CH3:25])([CH3:24])[CH3:23])O[C:22]([CH3:25])([CH3:24])[CH3:23], predict the reaction product. The product is: [Br:1][C:2]1[CH:10]=[CH:9][C:5]([C:6]([O:8][C:22]([CH3:25])([CH3:24])[CH3:23])=[O:7])=[CH:4][CH:3]=1. (4) Given the reactants [Cl:1][C:2]1[CH:7]=[CH:6][C:5](B(O)O)=[CH:4][C:3]=1[C:11]([NH:13][CH2:14][C:15]12[CH2:24][CH:19]3[CH2:20][CH:21]([CH2:23][CH:17]([CH2:18]3)[CH2:16]1)[CH2:22]2)=[O:12].Br[C:26]1[CH:35]=[CH:34][C:33]([Cl:36])=[CH:32][C:27]=1[C:28]([O:30][CH3:31])=[O:29].C(=O)([O-])[O-].[K+].[K+].O1CCCC1, predict the reaction product. The product is: [Cl:36][C:33]1[CH:32]=[C:27]([C:28]([O:30][CH3:31])=[O:29])[C:26]([C:5]2[CH:6]=[CH:7][C:2]([Cl:1])=[C:3]([C:11]([NH:13][CH2:14][C:15]34[CH2:24][CH:19]5[CH2:20][CH:21]([CH2:23][CH:17]([CH2:18]5)[CH2:16]3)[CH2:22]4)=[O:12])[CH:4]=2)=[CH:35][CH:34]=1. (5) Given the reactants [C:1]([C:3]1[CH:4]=[C:5]([C@H:9]2[CH2:15][N:14]([C:16]3[N:17]([CH3:29])[C:18](=[O:28])[CH:19]=[C:20]([C:22]4[CH:27]=[CH:26][N:25]=[CH:24][N:23]=4)[N:21]=3)[CH2:13][CH2:12][CH2:11][O:10]2)[CH:6]=[CH:7][CH:8]=1)#[N:2].NO.[C:32]1(C)C=CC=CC=1.C[O:40][CH:41](OC)[N:42](C)C, predict the reaction product. The product is: [CH3:29][N:17]1[C:18](=[O:28])[CH:19]=[C:20]([C:22]2[CH:27]=[CH:26][N:25]=[CH:24][N:23]=2)[N:21]=[C:16]1[N:14]1[CH2:13][CH2:12][CH2:11][O:10][C@@H:9]([C:5]2[CH:6]=[CH:7][CH:8]=[C:3]([C:1]3[N:42]=[C:41]([CH3:32])[O:40][N:2]=3)[CH:4]=2)[CH2:15]1. (6) Given the reactants [CH3:1][O:2][C:3]1[C:11]2[N:10]=[C:9]([CH2:12][CH2:13][CH2:14][N:15]([CH3:33])[CH2:16][CH2:17][C:18]3([OH:32])[CH2:23][CH:22]4[CH2:24][CH2:25][CH:19]3[CH:20]=[C:21]4[C:26]3[CH:31]=[CH:30][CH:29]=[CH:28][CH:27]=3)[NH:8][C:7]=2[CH:6]=[CH:5][CH:4]=1.[CH:34]1([C:38](Cl)=[O:39])[CH2:37][CH2:36][CH2:35]1, predict the reaction product. The product is: [CH3:1][O:2][C:3]1[C:11]2[N:10]=[C:9]([CH2:12][CH2:13][CH2:14][N:15]([CH3:33])[CH2:16][CH2:17][C@:18]3([O:32][C:38]([CH:34]4[CH2:37][CH2:36][CH2:35]4)=[O:39])[CH2:23][C@H:22]4[CH2:24][CH2:25][C@@H:19]3[CH:20]=[C:21]4[C:26]3[CH:27]=[CH:28][CH:29]=[CH:30][CH:31]=3)[NH:8][C:7]=2[CH:6]=[CH:5][CH:4]=1. (7) Given the reactants [F:1][C:2]1[CH:11]=[CH:10][C:5]([O:6][CH2:7][CH2:8][NH2:9])=[CH:4][CH:3]=1.C1([O:18][C:19](=O)[NH:20][C:21]2[C:30]3[CH2:29][CH:28]([OH:31])[CH2:27][CH2:26][C:25]=3[CH:24]=[CH:23][CH:22]=2)C=CC=CC=1.O, predict the reaction product. The product is: [F:1][C:2]1[CH:11]=[CH:10][C:5]([O:6][CH2:7][CH2:8][NH:9][C:19]([NH:20][C:21]2[C:30]3[CH2:29][CH:28]([OH:31])[CH2:27][CH2:26][C:25]=3[CH:24]=[CH:23][CH:22]=2)=[O:18])=[CH:4][CH:3]=1. (8) The product is: [CH2:25]([NH:23][CH2:8][CH2:9][CH2:10][CH2:11][CH2:12][CH2:13][CH2:14][CH2:15][CH2:16][CH2:17][CH2:18][CH2:19][CH2:20][CH3:21])[CH2:18][CH2:17][CH2:16][CH2:15][CH2:14][CH2:13][CH2:12][CH2:11][CH2:10][CH2:9][CH3:8]. Given the reactants C([O-])([O-])=O.[Na+].[Na+].Br[CH2:8][CH2:9][CH2:10][CH2:11][CH2:12][CH2:13][CH2:14][CH2:15][CH2:16][CH2:17][CH2:18][CH2:19][CH2:20][CH3:21].C[N:23]([CH:25]=O)C, predict the reaction product. (9) The product is: [CH3:5][C:6]1[CH:14]=[CH:13][C:9]([C:10]([O:12][CH3:18])=[O:11])=[CH:8][C:7]=1[N+:15]([O-:17])=[O:16]. Given the reactants S(Cl)(Cl)=O.[CH3:5][C:6]1[CH:14]=[CH:13][C:9]([C:10]([OH:12])=[O:11])=[CH:8][C:7]=1[N+:15]([O-:17])=[O:16].[CH3:18]O, predict the reaction product. (10) Given the reactants [CH2:1]([N:8]1[CH2:13][CH2:12][O:11][CH:10]([CH3:14])[C:9]1=[O:15])[C:2]1[CH:7]=[CH:6][CH:5]=[CH:4][CH:3]=1.[CH3:16][Si](C)(C)[N-][Si](C)(C)C.[Li+].[CH2:26](I)[CH:27]=C, predict the reaction product. The product is: [CH2:14]([C:10]1([CH3:16])[O:11][CH2:12][CH2:13][N:8]([CH2:1][C:2]2[CH:3]=[CH:4][CH:5]=[CH:6][CH:7]=2)[C:9]1=[O:15])[CH:26]=[CH2:27].